Task: Predict which catalyst facilitates the given reaction.. Dataset: Catalyst prediction with 721,799 reactions and 888 catalyst types from USPTO Reactant: [CH3:1][C:2]([CH3:49])([CH3:48])[C@H:3]([NH:43][C:44](=[O:47])[O:45][CH3:46])[C:4](=[O:42])[N:5]1[CH2:9][CH2:8][CH2:7][C@H:6]1[C:10](=[O:41])[NH:11][C:12]1[CH:17]=[CH:16][C:15]([CH2:18][N:19]([C:35]2[CH:40]=[CH:39][CH:38]=[CH:37][CH:36]=2)[CH2:20][C:21]2[CH:26]=[CH:25][C:24]([NH:27][C:28]([C@@H:30]3[CH2:34][CH2:33][CH2:32][NH:31]3)=[O:29])=[CH:23][CH:22]=2)=[CH:14][CH:13]=1.[CH3:50][N:51]([CH3:62])[C@H:52]([C:56]1[CH:61]=[CH:60][CH:59]=[CH:58][CH:57]=1)[C:53](O)=[O:54].CN(C(ON1N=NC2C=CC=NC1=2)=[N+](C)C)C.F[P-](F)(F)(F)(F)F.CCN(C(C)C)C(C)C. Product: [CH3:50][N:51]([CH3:62])[C@H:52]([C:56]1[CH:61]=[CH:60][CH:59]=[CH:58][CH:57]=1)[C:53]([N:31]1[CH2:32][CH2:33][CH2:34][C@H:30]1[C:28]([NH:27][C:24]1[CH:25]=[CH:26][C:21]([CH2:20][N:19]([CH2:18][C:15]2[CH:14]=[CH:13][C:12]([NH:11][C:10]([C@@H:6]3[CH2:7][CH2:8][CH2:9][N:5]3[C:4](=[O:42])[C@@H:3]([NH:43][C:44](=[O:47])[O:45][CH3:46])[C:2]([CH3:49])([CH3:48])[CH3:1])=[O:41])=[CH:17][CH:16]=2)[C:35]2[CH:36]=[CH:37][CH:38]=[CH:39][CH:40]=2)=[CH:22][CH:23]=1)=[O:29])=[O:54]. The catalyst class is: 58.